From a dataset of Forward reaction prediction with 1.9M reactions from USPTO patents (1976-2016). Predict the product of the given reaction. (1) Given the reactants [I-].[C:2]([CH2:5][C:6]1[CH:7]=[C:8]([S+:14]2[C:18]3[CH:19]=[CH:20][CH:21]=[CH:22][C:17]=3[C:16]3[CH:23]=[CH:24][CH:25]=[CH:26][C:15]2=3)[CH:9]=[CH:10][C:11]=1[O:12][CH3:13])([OH:4])=[O:3].[Cl:27][CH2:28][C:29]([O:31][C:32]1([CH3:42])[CH:39]2[CH2:40][CH:35]3[CH2:36][CH:37]([CH2:41][CH:33]1[CH2:34]3)[CH2:38]2)=[O:30].C(=O)([O-])[O-].[Cs+].[Cs+], predict the reaction product. The product is: [Cl-:27].[CH3:13][O:12][C:11]1[CH:10]=[CH:9][C:8]([S+:14]2[C:15]3[CH:26]=[CH:25][CH:24]=[CH:23][C:16]=3[C:17]3[CH:22]=[CH:21][CH:20]=[CH:19][C:18]2=3)=[CH:7][C:6]=1[CH2:5][C:2]([O:4][CH2:28][C:29]([O:31][C:32]1([CH3:42])[CH:39]2[CH2:40][CH:35]3[CH2:36][CH:37]([CH2:41][CH:33]1[CH2:34]3)[CH2:38]2)=[O:30])=[O:3]. (2) Given the reactants [OH:1][CH2:2][C:3]1[CH:8]=[CH:7][C:6]([N+:9]([O-:11])=[O:10])=[CH:5][C:4]=1[CH2:12][CH2:13][OH:14].C(N(CC)CC)C.[CH3:22][S:23](Cl)(=[O:25])=[O:24], predict the reaction product. The product is: [CH3:22][S:23]([O:1][CH2:2][C:3]1[CH:8]=[CH:7][C:6]([N+:9]([O-:11])=[O:10])=[CH:5][C:4]=1[CH2:12][CH2:13][O:14][S:23]([CH3:22])(=[O:25])=[O:24])(=[O:25])=[O:24]. (3) The product is: [OH:1][C:2]1[CH:10]=[C:9]([N+:11]([O-:13])=[O:12])[CH:8]=[CH:7][C:3]=1[C:4]([O:6][CH3:15])=[O:5]. Given the reactants [OH:1][C:2]1[CH:10]=[C:9]([N+:11]([O-:13])=[O:12])[CH:8]=[CH:7][C:3]=1[C:4]([OH:6])=[O:5].O.[CH3:15]O, predict the reaction product. (4) Given the reactants [Br:1][C:2]1[CH:3]=[C:4]2[C:9](=[CH:10][C:11]=1[O:12][CH3:13])[CH:8]([C:14](N(C)OC)=[O:15])[O:7][CH2:6][CH2:5]2.CC(C[AlH]CC(C)C)C, predict the reaction product. The product is: [Br:1][C:2]1[CH:3]=[C:4]2[C:9](=[CH:10][C:11]=1[O:12][CH3:13])[CH:8]([CH:14]=[O:15])[O:7][CH2:6][CH2:5]2. (5) Given the reactants [F:1][C:2]1[CH:3]=[CH:4][C:5]2[N:6]([CH:8]=[C:9]([CH2:11][OH:12])[N:10]=2)[CH:7]=1, predict the reaction product. The product is: [F:1][C:2]1[CH:3]=[CH:4][C:5]2[N:6]([CH:8]=[C:9]([CH:11]=[O:12])[N:10]=2)[CH:7]=1. (6) The product is: [Cl:6][C:7]1[C:16]2[C:11](=[CH:12][CH:13]=[C:14]([C:17]([OH:18])([C:19]3[N:23]([CH3:24])[CH:22]=[N:21][CH:20]=3)[C:44]3[CH:41]=[CH:39][C:52]([C:53]#[N:54])=[CH:55][CH:2]=3)[CH:15]=2)[N:10]=[C:9]([O:26][CH3:27])[C:8]=1[CH2:28][C:29]1[CH:30]=[N:31][C:32]([C:35]([F:36])([F:38])[F:37])=[CH:33][CH:34]=1. Given the reactants [Li][CH2:2]CCC.[Cl:6][C:7]1[C:16]2[C:11](=[CH:12][CH:13]=[C:14]([CH:17]([C:19]3[N:23]([CH3:24])[C:22](C)=[N:21][CH:20]=3)[OH:18])[CH:15]=2)[N:10]=[C:9]([O:26][CH3:27])[C:8]=1[CH2:28][C:29]1[CH:30]=[N:31][C:32]([C:35]([F:38])([F:37])[F:36])=[CH:33][CH:34]=1.[C:39]([CH:52]1[CH2:55][N:54](C(OC(C)(C)C)=O)[CH2:53]1)([CH:41]1[CH2:44]N(C(OC(C)(C)C)=O)C1)=O, predict the reaction product. (7) The product is: [F:44][C:41]1[CH:42]=[CH:43][C:38]([CH2:37][CH2:36][C:15]2[C:16]([C:31]([O:33][CH2:34][CH3:35])=[O:32])=[C:17]([C:24]3[CH:29]=[CH:28][C:27]([CH3:30])=[CH:26][CH:25]=3)[C:18]3[C:19](=[O:20])[N:8]4[C@@H:9]([CH2:10][CH2:11][CH2:12]4)[C:13]=3[N:14]=2)=[CH:39][CH:40]=1. Given the reactants C(OC([N:8]1[CH2:12][CH2:11][CH2:10][C@H:9]1[C:13]1[NH:14][C:15]([CH2:36][CH2:37][C:38]2[CH:43]=[CH:42][C:41]([F:44])=[CH:40][CH:39]=2)=[C:16]([C:31]([O:33][CH2:34][CH3:35])=[O:32])[CH:17]([C:24]2[CH:29]=[CH:28][C:27]([CH3:30])=[CH:26][CH:25]=2)[C:18]=1[C:19](OCC)=[O:20])=O)(C)(C)C.FC(F)(F)C(O)=O, predict the reaction product.